This data is from Reaction yield outcomes from USPTO patents with 853,638 reactions. The task is: Predict the reaction yield, written as a fraction of the theoretical maximum amount of product (1.0 means a 100% yield; for example, 0.34 means a 34% yield). The reactants are [CH3:1][C:2]1[S:6][C:5]([C:7]([OH:9])=O)=[CH:4][C:3]=1[C:10]1[N:14]([CH3:15])[N:13]=[CH:12][C:11]=1[CH2:16][CH2:17][CH3:18].[NH2:19][C@@H:20]([CH2:33][C:34]1[CH:39]=[CH:38][CH:37]=[CH:36][C:35]=1[C:40]([F:43])([F:42])[F:41])[CH2:21][N:22]1[C:30](=[O:31])[C:29]2[C:24](=[CH:25][CH:26]=[CH:27][CH:28]=2)[C:23]1=[O:32].C(N(C(C)C)CC)(C)C.F[P-](F)(F)(F)(F)F.Br[P+](N1CCCC1)(N1CCCC1)N1CCCC1. The catalyst is C(Cl)Cl. The product is [O:31]=[C:30]1[C:29]2[C:24](=[CH:25][CH:26]=[CH:27][CH:28]=2)[C:23](=[O:32])[N:22]1[CH2:21][C@@H:20]([NH:19][C:7]([C:5]1[S:6][C:2]([CH3:1])=[C:3]([C:10]2[N:14]([CH3:15])[N:13]=[CH:12][C:11]=2[CH2:16][CH2:17][CH3:18])[CH:4]=1)=[O:9])[CH2:33][C:34]1[CH:39]=[CH:38][CH:37]=[CH:36][C:35]=1[C:40]([F:42])([F:41])[F:43]. The yield is 0.600.